From a dataset of Forward reaction prediction with 1.9M reactions from USPTO patents (1976-2016). Predict the product of the given reaction. The product is: [CH3:27][C@@H:25]1[CH2:24][N:23]([C:2]2[C:16]([CH:17]=[O:18])=[CH:15][C:5]3[C:6]([C:9]([NH:11][CH:12]([CH3:14])[CH3:13])=[O:10])=[N:7][O:8][C:4]=3[C:3]=2[F:19])[CH2:22][C@@H:21]([CH3:20])[O:26]1. Given the reactants F[C:2]1[C:16]([CH:17]=[O:18])=[CH:15][C:5]2[C:6]([C:9]([NH:11][CH:12]([CH3:14])[CH3:13])=[O:10])=[N:7][O:8][C:4]=2[C:3]=1[F:19].[CH3:20][C@H:21]1[O:26][C@H:25]([CH3:27])[CH2:24][NH:23][CH2:22]1, predict the reaction product.